This data is from Reaction yield outcomes from USPTO patents with 853,638 reactions. The task is: Predict the reaction yield, written as a fraction of the theoretical maximum amount of product (1.0 means a 100% yield; for example, 0.34 means a 34% yield). (1) The reactants are [NH2:1][C@@H:2]([C:10]([OH:12])=[O:11])[CH2:3][C:4]1[CH:9]=[CH:8][CH:7]=[CH:6][CH:5]=1.[CH2:13]=O. No catalyst specified. The product is [CH2:13]1[C:9]2[C:4](=[CH:5][CH:6]=[CH:7][CH:8]=2)[CH2:3][C@H:2]([C:10]([OH:12])=[O:11])[NH:1]1. The yield is 0.420. (2) The reactants are [N-:1]=[N+:2]=[N-:3].[Na+].Br[CH2:6][CH2:7][CH2:8][CH2:9][C:10]([O:12][CH3:13])=[O:11].O. The catalyst is CS(C)=O. The product is [CH3:13][O:12][C:10](=[O:11])[CH2:9][CH2:8][CH2:7][CH2:6][N:1]=[N+:2]=[N-:3]. The yield is 1.00.